From a dataset of Catalyst prediction with 721,799 reactions and 888 catalyst types from USPTO. Predict which catalyst facilitates the given reaction. (1) Reactant: [NH2:1][C:2]([N:4]1[CH2:9][CH2:8][CH:7]([C:10]([O:12][CH2:13][CH3:14])=[O:11])[CH2:6][CH2:5]1)=[S:3].Cl[CH:16]([CH3:20])[C:17](=O)[CH3:18]. Product: [CH3:20][C:16]1[N:1]=[C:2]([N:4]2[CH2:9][CH2:8][CH:7]([C:10]([O:12][CH2:13][CH3:14])=[O:11])[CH2:6][CH2:5]2)[S:3][C:17]=1[CH3:18]. The catalyst class is: 41. (2) Reactant: [NH2:1][C:2]1[CH:7]=[CH:6][C:5]([C:8]2([C:13]([NH2:15])=[O:14])[CH2:12][CH2:11][CH2:10][CH2:9]2)=[CH:4][CH:3]=1.[CH3:16][O:17][C:18]1[CH:19]=[C:20]([CH:24]=[CH:25][C:26]=1[O:27][CH3:28])[C:21](Cl)=[O:22]. Product: [C:13]([C:8]1([C:5]2[CH:4]=[CH:3][C:2]([NH:1][C:21](=[O:22])[C:20]3[CH:24]=[CH:25][C:26]([O:27][CH3:28])=[C:18]([O:17][CH3:16])[CH:19]=3)=[CH:7][CH:6]=2)[CH2:12][CH2:11][CH2:10][CH2:9]1)(=[O:14])[NH2:15]. The catalyst class is: 2. (3) Reactant: [Br:1][C:2]1[CH:7]=[CH:6][C:5](F)=[C:4]([N+:9]([O-:11])=[O:10])[CH:3]=1.[CH:12]1([CH2:15][NH2:16])[CH2:14][CH2:13]1.CCN(C(C)C)C(C)C. The catalyst class is: 8. Product: [Br:1][C:2]1[CH:7]=[CH:6][C:5]([NH:16][CH2:15][CH:12]2[CH2:14][CH2:13]2)=[C:4]([N+:9]([O-:11])=[O:10])[CH:3]=1. (4) Reactant: [Cl:1][C:2]1[CH:3]=[C:4]([NH:9][C:10]2[N:15]=[C:14](S(C)(=O)=O)[C:13]([C:20]3[CH:21]=[C:22]([C:26]([O:28][CH2:29][CH3:30])=[O:27])[CH:23]=[N:24][CH:25]=3)=[CH:12][N:11]=2)[CH:5]=[CH:6][C:7]=1[F:8].C(N(CC)C(C)C)(C)C.[NH:40]1[CH:44]=[C:43]([CH2:45][CH2:46][NH2:47])[N:42]=[CH:41]1.O. Product: [Cl:1][C:2]1[CH:3]=[C:4]([NH:9][C:10]2[N:15]=[C:14]([NH:47][CH2:46][CH2:45][C:43]3[N:42]=[CH:41][NH:40][CH:44]=3)[C:13]([C:20]3[CH:21]=[C:22]([C:26]([O:28][CH2:29][CH3:30])=[O:27])[CH:23]=[N:24][CH:25]=3)=[CH:12][N:11]=2)[CH:5]=[CH:6][C:7]=1[F:8]. The catalyst class is: 37.